The task is: Predict the reactants needed to synthesize the given product.. This data is from Full USPTO retrosynthesis dataset with 1.9M reactions from patents (1976-2016). (1) Given the product [F:16][C:17]1[C:22]([F:23])=[CH:21][CH:20]=[CH:19][C:18]=1[C:24]1[N:25]=[C:26]([N:29]2[CH2:34][CH2:33][N:32]([C:8]([NH:7][C:3]3[N:2]=[N:1][CH:6]=[CH:5][CH:4]=3)=[O:15])[CH2:31][CH2:30]2)[S:27][CH:28]=1, predict the reactants needed to synthesize it. The reactants are: [N:1]1[CH:6]=[CH:5][CH:4]=[C:3]([NH:7][C:8](=[O:15])OCC(Cl)(Cl)Cl)[N:2]=1.[F:16][C:17]1[C:22]([F:23])=[CH:21][CH:20]=[CH:19][C:18]=1[C:24]1[N:25]=[C:26]([N:29]2[CH2:34][CH2:33][NH:32][CH2:31][CH2:30]2)[S:27][CH:28]=1.C(N(C(C)C)CC)(C)C.O. (2) Given the product [ClH:43].[F:1][C:2]1[CH:7]=[C:6]([F:8])[CH:5]=[CH:4][C:3]=1[N:9]1[CH:13]([C:14]2[CH:15]=[CH:16][C:17]([N:20]3[CH2:21][CH2:22][NH:23][CH2:24][CH2:25]3)=[CH:18][CH:19]=2)[CH2:12][C:11]([C:33]([C:35]([F:36])([F:37])[F:38])([C:39]([F:41])([F:40])[F:42])[OH:34])=[N:10]1, predict the reactants needed to synthesize it. The reactants are: [F:1][C:2]1[CH:7]=[C:6]([F:8])[CH:5]=[CH:4][C:3]=1[N:9]1[CH:13]([C:14]2[CH:19]=[CH:18][C:17]([N:20]3[CH2:25][CH2:24][N:23](C(OC(C)(C)C)=O)[CH2:22][CH2:21]3)=[CH:16][CH:15]=2)[CH2:12][C:11]([C:33]([C:39]([F:42])([F:41])[F:40])([C:35]([F:38])([F:37])[F:36])[OH:34])=[N:10]1.[ClH:43]. (3) Given the product [CH:1]1([C:4]2[CH:9]=[C:8]([CH:10]=[O:11])[C:7]([O:12][CH2:21][CH2:22][CH3:23])=[CH:6][C:5]=2[C:13]2[CH:14]=[CH:15][C:16]([F:19])=[CH:17][CH:18]=2)[CH2:2][CH2:3]1, predict the reactants needed to synthesize it. The reactants are: [CH:1]1([C:4]2[CH:9]=[C:8]([CH:10]=[O:11])[C:7]([OH:12])=[CH:6][C:5]=2[C:13]2[CH:18]=[CH:17][C:16]([F:19])=[CH:15][CH:14]=2)[CH2:3][CH2:2]1.I[CH2:21][CH2:22][CH3:23]. (4) Given the product [F:29][CH2:30][CH2:31][O:1][C:2]1[CH:9]=[CH:8][C:5]([CH:6]=[O:7])=[CH:4][CH:3]=1, predict the reactants needed to synthesize it. The reactants are: [OH:1][C:2]1[CH:9]=[CH:8][C:5]([CH:6]=[O:7])=[CH:4][CH:3]=1.C1(P(C2C=CC=CC=2)C2C=CC=CC=2)C=CC=CC=1.[F:29][CH2:30][CH2:31]O.CC(OC(/N=N/C(OC(C)C)=O)=O)C. (5) Given the product [OH:28][C@:24]1([CH3:27])[CH2:25][CH2:26][N:22]([C:3]2[C:2]([C:31]3[NH:30][N:29]=[CH:33][CH:32]=3)=[CH:21][C:6]([C:7]([NH:9][C:10]3[CH:15]=[CH:14][C:13]([O:16][C:17]([F:20])([F:19])[F:18])=[CH:12][CH:11]=3)=[O:8])=[CH:5][N:4]=2)[CH2:23]1, predict the reactants needed to synthesize it. The reactants are: Br[C:2]1[C:3]([N:22]2[CH2:26][CH2:25][C@:24]([OH:28])([CH3:27])[CH2:23]2)=[N:4][CH:5]=[C:6]([CH:21]=1)[C:7]([NH:9][C:10]1[CH:15]=[CH:14][C:13]([O:16][C:17]([F:20])([F:19])[F:18])=[CH:12][CH:11]=1)=[O:8].[NH:29]1[CH:33]=[CH:32][C:31](B(O)O)=[N:30]1. (6) Given the product [Cl:1][C:2]1[S:6][C:5]([C:7]([NH:9][CH2:10][C@@H:11]2[O:27][C:33](=[S:34])[N:13]([C:14]3[CH:15]=[CH:16][C:17]([N:20]4[CH2:25][CH2:24][O:23][CH2:22][C:21]4=[O:26])=[CH:18][CH:19]=3)[CH2:12]2)=[O:8])=[CH:4][CH:3]=1, predict the reactants needed to synthesize it. The reactants are: [Cl:1][C:2]1[S:6][C:5]([C:7]([NH:9][CH2:10][C@H:11]([OH:27])[CH2:12][NH:13][C:14]2[CH:19]=[CH:18][C:17]([N:20]3[CH2:25][CH2:24][O:23][CH2:22][C:21]3=[O:26])=[CH:16][CH:15]=2)=[O:8])=[CH:4][CH:3]=1.C1N=CN([C:33](N2C=NC=C2)=[S:34])C=1. (7) Given the product [CH2:1]([O:8][C:9]1[CH:10]=[C:11]2[C:16](=[CH:17][CH:18]=1)[C:15](=[O:19])[N:14]([CH2:20][CH:21]([CH3:23])[CH3:22])[C:13]([CH2:24][N:37]1[C:33](=[O:43])[C:34]3[C:35](=[CH:39][CH:40]=[CH:41][CH:42]=3)[C:36]1=[O:38])=[C:12]2[C:26]1[CH:31]=[CH:30][CH:29]=[C:28]([F:32])[CH:27]=1)[C:2]1[CH:7]=[CH:6][CH:5]=[CH:4][CH:3]=1, predict the reactants needed to synthesize it. The reactants are: [CH2:1]([O:8][C:9]1[CH:10]=[C:11]2[C:16](=[CH:17][CH:18]=1)[C:15](=[O:19])[N:14]([CH2:20][CH:21]([CH3:23])[CH3:22])[C:13]([CH2:24]Cl)=[C:12]2[C:26]1[CH:31]=[CH:30][CH:29]=[C:28]([F:32])[CH:27]=1)[C:2]1[CH:7]=[CH:6][CH:5]=[CH:4][CH:3]=1.[C:33]1(=[O:43])[NH:37][C:36](=[O:38])[C:35]2=[CH:39][CH:40]=[CH:41][CH:42]=[C:34]12.[K].O. (8) Given the product [CH2:1]([C:3]1[CH:4]=[C:5]([O:22][C:23]([F:26])([F:24])[F:25])[CH:6]=[C:7]2[C:12]=1[O:11][CH:10]([C:13]([F:16])([F:15])[F:14])[C:9]([C:17]([O:19][CH2:20][CH3:21])=[O:18])=[CH:8]2)[CH3:2], predict the reactants needed to synthesize it. The reactants are: [C:1]([C:3]1[CH:4]=[C:5]([O:22][C:23]([F:26])([F:25])[F:24])[CH:6]=[C:7]2[C:12]=1[O:11][CH:10]([C:13]([F:16])([F:15])[F:14])[C:9]([C:17]([O:19][CH2:20][CH3:21])=[O:18])=[CH:8]2)#[CH:2]. (9) Given the product [CH2:19]([O:18][C:16](=[O:17])[C:15]1[CH:14]=[CH:13][C:12]([C:11]2[CH:49]=[CH:38][C:37]3[CH:36]=[C:35]4[C:40]([C:41]([C:43]5[S:44][C:45]([CH3:48])=[CH:46][CH:47]=5)=[CH:42][C:33]([CH3:51])([CH3:32])[O:34]4)=[CH:39][C:9]=3[CH:10]=2)=[CH:22][CH:21]=1)[CH3:20], predict the reactants needed to synthesize it. The reactants are: C(OP([C:9](OC)(OC)[CH2:10][CH2:11][C:12]1[CH:22]=[CH:21][C:15]([C:16]([O:18][CH2:19][CH3:20])=[O:17])=[CH:14][CH:13]=1)(OCC)=O)C.[Li]CCCC.[CH3:32][C:33]1([CH3:51])[CH:42]=[C:41]([C:43]2[S:44][C:45]([CH3:48])=[CH:46][CH:47]=2)[C:40]2[C:35](=[CH:36][CH:37]=[C:38]([CH:49]=O)[CH:39]=2)[O:34]1.Cl[Sn](Cl)(Cl)Cl.